Task: Predict the reaction yield, written as a fraction of the theoretical maximum amount of product (1.0 means a 100% yield; for example, 0.34 means a 34% yield).. Dataset: Reaction yield outcomes from USPTO patents with 853,638 reactions (1) The catalyst is O1CCOCC1. The yield is 0.112. The reactants are C[O:2][C:3]([C:5]1[S:9][C:8]([N:10]2[CH2:15][CH2:14][N:13]([S:16]([C:19]3[S:20][CH:21]=[CH:22][CH:23]=3)(=[O:18])=[O:17])[CH2:12][CH2:11]2)=[N:7][CH:6]=1)=O.Cl.[NH2:25][OH:26].C[O-].[Na+].CO.Cl. The product is [OH:26][NH:25][C:3]([C:5]1[S:9][C:8]([N:10]2[CH2:15][CH2:14][N:13]([S:16]([C:19]3[S:20][CH:21]=[CH:22][CH:23]=3)(=[O:18])=[O:17])[CH2:12][CH2:11]2)=[N:7][CH:6]=1)=[O:2]. (2) The reactants are [CH3:1][O:2][C:3]1[CH:24]=[CH:23][C:6]([CH2:7][O:8][C:9]2[C:18]3[C:13](=[C:14]([Cl:21])[C:15]([O:19][CH3:20])=[CH:16][CH:17]=3)[N:12]=[C:11](Cl)[CH:10]=2)=[CH:5][CH:4]=1.C([Sn](CCCC)(CCCC)[C:30]1[S:31][CH:32]=[C:33]([CH3:35])[N:34]=1)CCC.C(=O)([O-])[O-].[K+].[K+]. The product is [CH3:1][O:2][C:3]1[CH:24]=[CH:23][C:6]([CH2:7][O:8][C:9]2[C:18]3[C:13](=[C:14]([Cl:21])[C:15]([O:19][CH3:20])=[CH:16][CH:17]=3)[N:12]=[C:11]([C:30]3[S:31][CH:32]=[C:33]([CH3:35])[N:34]=3)[CH:10]=2)=[CH:5][CH:4]=1. The yield is 0.650. The catalyst is CN(C=O)C.Cl[Pd](Cl)([P](C1C=CC=CC=1)(C1C=CC=CC=1)C1C=CC=CC=1)[P](C1C=CC=CC=1)(C1C=CC=CC=1)C1C=CC=CC=1. (3) The reactants are [CH2:1]([Sn:9](=[O:18])[CH2:10][CH2:11][CH2:12][CH2:13][CH2:14][CH2:15][CH2:16][CH3:17])[CH2:2][CH2:3][CH2:4][CH2:5][CH2:6][CH2:7][CH3:8].[CH2:19](O)[CH2:20][OH:21]. The catalyst is C1(C)C=CC=CC=1. The product is [CH2:1]([Sn:9]1([CH2:10][CH2:11][CH2:12][CH2:13][CH2:14][CH2:15][CH2:16][CH3:17])[O:21][CH2:20][CH2:19][O:18]1)[CH2:2][CH2:3][CH2:4][CH2:5][CH2:6][CH2:7][CH3:8]. The yield is 0.976. (4) The reactants are [CH3:1][N:2]1[CH2:7][CH2:6][CH2:5][CH2:4][CH:3]1[CH2:8]O.C(N(C(C)C)CC)(C)C.CS(Cl)(=O)=[O:21].C([NH:27][C@:28]1([C:45](NC(C)(C)C)=[O:46])[C@@H:32]([CH2:33][CH2:34][CH2:35][B:36]2[O:40]C(C)(C)C(C)(C)[O:37]2)[CH2:31][NH:30][CH2:29]1)(=O)C. The catalyst is C(#N)C. The product is [NH2:27][C@:28]1([C:45]([OH:46])=[O:21])[C@@H:32]([CH2:33][CH2:34][CH2:35][B:36]([OH:37])[OH:40])[CH2:31][N:30]([CH2:8][CH:3]2[CH2:4][CH2:5][CH2:6][CH2:7][N:2]2[CH3:1])[CH2:29]1. The yield is 0.550. (5) The catalyst is C(Cl)Cl. The reactants are [Cl:1][C:2]1[CH:3]=[C:4]2[C:9](=[CH:10][C:11]=1[O:12][CH3:13])[N:8]=[C:7]([O:14][CH3:15])[C:6]([CH:16]([OH:18])[CH3:17])=[CH:5]2. The yield is 0.800. The product is [Cl:1][C:2]1[CH:3]=[C:4]2[C:9](=[CH:10][C:11]=1[O:12][CH3:13])[N:8]=[C:7]([O:14][CH3:15])[C:6]([C:16](=[O:18])[CH3:17])=[CH:5]2. (6) The reactants are [Br:1][C:2]1[CH:3]=[CH:4][C:5]([OH:10])=[C:6]([CH:9]=1)C=O.[OH:11]O. The catalyst is [OH-].[Na+]. The product is [Br:1][C:2]1[CH:9]=[C:6]([OH:11])[C:5]([OH:10])=[CH:4][CH:3]=1. The yield is 0.740. (7) The reactants are [Cl:1][C:2]1[C:3]([NH:17][C:18]23[C:24]([CH3:26])([CH3:25])[C:21]([CH3:27])([CH2:22][CH2:23]2)[C:20](=[O:28])[CH2:19]3)=[C:4]2[N:10]=[C:9]([C:11]3[CH:12]=[N:13][N:14]([CH3:16])[CH:15]=3)[NH:8][C:5]2=[N:6][CH:7]=1.C(O)C.[BH4-].[Na+]. No catalyst specified. The product is [Cl:1][C:2]1[C:3]([NH:17][C@@:18]23[C:24]([CH3:25])([CH3:26])[C:21]([CH3:27])([CH2:22][CH2:23]2)[CH:20]([OH:28])[CH2:19]3)=[C:4]2[N:10]=[C:9]([C:11]3[CH:12]=[N:13][N:14]([CH3:16])[CH:15]=3)[NH:8][C:5]2=[N:6][CH:7]=1. The yield is 0.460. (8) The reactants are [N-:1]=[N+:2]=[N-:3].[Na+].[CH2:5]([O:12][C:13]([N:15]1[C@H:22]([CH3:23])[CH2:21][CH2:20][C@@H:19]2[C@@H:17]([O:18]2)[CH2:16]1)=[O:14])[C:6]1[CH:11]=[CH:10][CH:9]=[CH:8][CH:7]=1.[Cl-].[NH4+]. The catalyst is CO.O. The product is [CH2:5]([O:12][C:13]([N:15]1[CH2:16][C@H:17]([OH:18])[C@@H:19]([N:1]=[N+:2]=[N-:3])[CH2:20][CH2:21][C@H:22]1[CH3:23])=[O:14])[C:6]1[CH:11]=[CH:10][CH:9]=[CH:8][CH:7]=1. The yield is 0.890. (9) The reactants are C[O:2][C:3](=[O:40])[C@@H:4]([NH:8][S:9]([C:12]1[CH:17]=[CH:16][C:15]([C:18]2[CH:23]=[CH:22][C:21]([NH:24][C:25]([C:27]3[O:28][C:29]4[CH:36]=[CH:35][C:34]([Br:37])=[C:33]([O:38][CH3:39])[C:30]=4[C:31]=3[CH3:32])=[O:26])=[CH:20][CH:19]=2)=[CH:14][CH:13]=1)(=[O:11])=[O:10])[CH:5]([CH3:7])[CH3:6].[Li+].[OH-]. The catalyst is C1COCC1. The product is [Br:37][C:34]1[CH:35]=[CH:36][C:29]2[O:28][C:27]([C:25]([NH:24][C:21]3[CH:20]=[CH:19][C:18]([C:15]4[CH:14]=[CH:13][C:12]([S:9]([NH:8][C@@H:4]([CH:5]([CH3:6])[CH3:7])[C:3]([OH:40])=[O:2])(=[O:10])=[O:11])=[CH:17][CH:16]=4)=[CH:23][CH:22]=3)=[O:26])=[C:31]([CH3:32])[C:30]=2[C:33]=1[O:38][CH3:39]. The yield is 0.390. (10) The reactants are [CH3:1][O:2][C:3]1[C:8]([C:9]2[CH:14]=[CH:13][C:12]([O:15][CH3:16])=[CH:11][CH:10]=2)=[CH:7][C:6]([CH2:17][NH:18][CH:19](C2C3C(=CC=CC=3)N=CC=2)[CH3:20])=[CH:5][CH:4]=1.[N:31]1[C:40]2[C:35](=[CH:36][CH:37]=[CH:38][C:39]=2C(N)C)[CH:34]=[CH:33][CH:32]=1.COC1C(C2C=CC(OC)=CC=2)=CC(C=O)=CC=1.C([BH3-])#N.[Na+]. No catalyst specified. The product is [CH3:1][O:2][C:3]1[C:8]([C:9]2[CH:14]=[CH:13][C:12]([O:15][CH3:16])=[CH:11][CH:10]=2)=[CH:7][C:6]([CH2:17][NH:18][CH:19]([C:39]2[CH:38]=[CH:37][CH:36]=[C:35]3[C:40]=2[N:31]=[CH:32][CH:33]=[CH:34]3)[CH3:20])=[CH:5][CH:4]=1. The yield is 0.720.